Dataset: Reaction yield outcomes from USPTO patents with 853,638 reactions. Task: Predict the reaction yield, written as a fraction of the theoretical maximum amount of product (1.0 means a 100% yield; for example, 0.34 means a 34% yield). The reactants are [N:1]1[CH:6]=[CH:5][N:4]=[CH:3][C:2]=1[C:7]1[N:15]2[C:10]([CH:11]=[CH:12][CH:13]=[CH:14]2)=[CH:9][C:8]=1[CH2:16][OH:17]. The catalyst is O=[Mn]=O. The product is [N:1]1[CH:6]=[CH:5][N:4]=[CH:3][C:2]=1[C:7]1[N:15]2[C:10]([CH:11]=[CH:12][CH:13]=[CH:14]2)=[CH:9][C:8]=1[CH:16]=[O:17]. The yield is 0.890.